The task is: Predict which catalyst facilitates the given reaction.. This data is from Catalyst prediction with 721,799 reactions and 888 catalyst types from USPTO. Reactant: [CH3:1][Si:2]([CH3:10])([CH3:9])[C:3]#[C:4][CH2:5][C@H:6]([OH:8])[CH3:7].N1C=CN=C1.[C:16]([Si:20](Cl)([C:27]1[CH:32]=[CH:31][CH:30]=[CH:29][CH:28]=1)[C:21]1[CH:26]=[CH:25][CH:24]=[CH:23][CH:22]=1)([CH3:19])([CH3:18])[CH3:17]. Product: [C:16]([Si:20]([C:27]1[CH:32]=[CH:31][CH:30]=[CH:29][CH:28]=1)([C:21]1[CH:22]=[CH:23][CH:24]=[CH:25][CH:26]=1)[O:8][C@@H:6]([CH2:5][C:4]#[C:3][Si:2]([CH3:10])([CH3:9])[CH3:1])[CH3:7])([CH3:19])([CH3:17])[CH3:18]. The catalyst class is: 9.